From a dataset of In vitro SARS-CoV-2 activity screen of 1,480 approved drugs from Prestwick library. Binary Classification. Given a drug SMILES string, predict its activity (active/inactive) in a high-throughput screening assay against a specified biological target. (1) The compound is Cl.Cl.OCCN1CCN(CCCN2c3ccccc3Sc3ccc(C(F)(F)F)cc32)CC1. The result is 0 (inactive). (2) The molecule is C[C@]12CC[C@H]3[C@@H](C=CC4=CC(=O)CC[C@@]43C)[C@@H]1CC[C@@]21CCC(=O)O1. The result is 0 (inactive). (3) The drug is CCC(=O)c1ccc(O)cc1. The result is 0 (inactive). (4) The result is 1 (active). The molecule is CC1(C)S[C@@H]2[C@H](NC(=O)Cc3ccccc3)C(=O)N2[C@H]1C(=O)O.CC1(C)S[C@@H]2[C@H](NC(=O)Cc3ccccc3)C(=O)N2[C@H]1C(=O)O.c1ccc(CNCCNCc2ccccc2)cc1. (5) The compound is C=CC[C@]1(O)CC[C@H]2[C@@H]3CCC4=CCCC[C@@H]4[C@H]3CC[C@@]21C. The result is 0 (inactive).